Task: Predict the reaction yield, written as a fraction of the theoretical maximum amount of product (1.0 means a 100% yield; for example, 0.34 means a 34% yield).. Dataset: Reaction yield outcomes from USPTO patents with 853,638 reactions (1) The reactants are [OH:1][C:2]1[CH:7]=[CH:6][C:5]([C:8]2[C:17](=[O:18])[C:16]3[C:11](=[CH:12][C:13]([O:19][CH2:20][C:21]#C)=[CH:14][CH:15]=3)[O:10][CH:9]=2)=[CH:4][CH:3]=1.[F-].[Cs+].[CH2:25](N(CC)C1C=CC=CC=1)C. No catalyst specified. The product is [OH:1][C:2]1[CH:3]=[CH:4][C:5]([C:8]2[C:17](=[O:18])[C:16]3[C:11](=[C:12]4[CH:25]=[C:20]([CH3:21])[O:19][C:13]4=[CH:14][CH:15]=3)[O:10][CH:9]=2)=[CH:6][CH:7]=1. The yield is 0.340. (2) The product is [CH3:16][O:17][C:2]1[C:7]([CH:8]([CH3:14])[C:9]([O:11][CH3:12])=[O:10])=[CH:6][N:5]=[CH:4][N:3]=1. The yield is 0.930. The reactants are Cl[C:2]1[C:7]([CH:8]([CH3:14])[C:9]([O:11][CH2:12]C)=[O:10])=[CH:6][N:5]=[CH:4][N:3]=1.[Na].[CH3:16][OH:17]. No catalyst specified. (3) The reactants are [C:1]([O:5][CH:6]([C:11]1[N:16]([CH3:17])[C:15](=[O:18])[C:14]2[NH:19][CH:20]=[CH:21][C:13]=2[C:12]=1[C:22]1[C:23]([CH3:32])=[C:24]2[C:29](=[CH:30][CH:31]=1)[O:28][CH2:27][CH2:26][CH2:25]2)[C:7]([O:9][CH3:10])=[O:8])([CH3:4])([CH3:3])[CH3:2].C([O-])([O-])=O.[Cs+].[Cs+].[F:39][C:40]1[CH:41]=[C:42]([CH:45]=[CH:46][C:47]=1[CH3:48])[CH2:43]Br. The catalyst is C(#N)C.O.Cl. The product is [C:1]([O:5][CH:6]([C:11]1[N:16]([CH3:17])[C:15](=[O:18])[C:14]2[N:19]([CH2:43][C:42]3[CH:45]=[CH:46][C:47]([CH3:48])=[C:40]([F:39])[CH:41]=3)[CH:20]=[CH:21][C:13]=2[C:12]=1[C:22]1[C:23]([CH3:32])=[C:24]2[C:29](=[CH:30][CH:31]=1)[O:28][CH2:27][CH2:26][CH2:25]2)[C:7]([O:9][CH3:10])=[O:8])([CH3:4])([CH3:3])[CH3:2]. The yield is 0.840. (4) The reactants are FC(F)(F)C(O)=O.[Br:8][C:9]1[CH:14]=[CH:13][C:12]([C:15]2([C:36]#[N:37])[CH:19]([CH2:20][C:21]([CH3:24])([CH3:23])[CH3:22])[NH:18][CH:17]([C:25](O)=[O:26])[CH:16]2[C:28]2[CH:33]=[CH:32][CH:31]=[C:30]([Cl:34])[C:29]=2[F:35])=[CH:11][CH:10]=1.CC1(C)[O:43][C@@H:42]([CH2:44][CH2:45][NH2:46])[CH2:41][O:40]1.CN(C(ON1N=NC2C=CC=NC1=2)=[N+](C)C)C.F[P-](F)(F)(F)(F)F.CCN(C(C)C)C(C)C.Cl. The catalyst is C(Cl)Cl.O1CCCC1. The product is [OH:43][C@H:42]([CH2:41][OH:40])[CH2:44][CH2:45][NH:46][C:25]([CH:17]1[CH:16]([C:28]2[CH:33]=[CH:32][CH:31]=[C:30]([Cl:34])[C:29]=2[F:35])[C:15]([C:12]2[CH:13]=[CH:14][C:9]([Br:8])=[CH:10][CH:11]=2)([C:36]#[N:37])[CH:19]([CH2:20][C:21]([CH3:24])([CH3:23])[CH3:22])[NH:18]1)=[O:26]. The yield is 0.630. (5) The reactants are [CH3:1][C:2]1[CH:6]=[C:5]([NH2:7])[S:4][N:3]=1.C([O-])([O-])=O.[Cs+].[Cs+].Cl[C:15]1[N:20]=[C:19]([NH:21][CH:22]2[CH2:27][CH2:26][CH2:25][CH:24]([NH:28][C:29](=[O:35])[O:30][C:31]([CH3:34])([CH3:33])[CH3:32])[CH2:23]2)[C:18]([Cl:36])=[CH:17][N:16]=1.CC(C1C=C(C(C)C)C(C2C=CC=CC=2P(C2CCCCC2)C2CCCCC2)=C(C(C)C)C=1)C. The catalyst is O1CCOCC1.CO.C1C=CC(/C=C/C(/C=C/C2C=CC=CC=2)=O)=CC=1.C1C=CC(/C=C/C(/C=C/C2C=CC=CC=2)=O)=CC=1.C1C=CC(/C=C/C(/C=C/C2C=CC=CC=2)=O)=CC=1.[Pd].[Pd].O.C(Cl)Cl. The product is [Cl:36][C:18]1[C:19]([NH:21][CH:22]2[CH2:27][CH2:26][CH2:25][CH:24]([NH:28][C:29](=[O:35])[O:30][C:31]([CH3:33])([CH3:32])[CH3:34])[CH2:23]2)=[N:20][C:15]([NH:7][C:5]2[S:4][N:3]=[C:2]([CH3:1])[CH:6]=2)=[N:16][CH:17]=1. The yield is 0.380.